This data is from NCI-60 drug combinations with 297,098 pairs across 59 cell lines. The task is: Regression. Given two drug SMILES strings and cell line genomic features, predict the synergy score measuring deviation from expected non-interaction effect. (1) Drug 1: C1=CC(=CC=C1CCCC(=O)O)N(CCCl)CCCl. Drug 2: CC1=C(C=C(C=C1)C(=O)NC2=CC(=CC(=C2)C(F)(F)F)N3C=C(N=C3)C)NC4=NC=CC(=N4)C5=CN=CC=C5. Cell line: NCI-H322M. Synergy scores: CSS=-9.21, Synergy_ZIP=4.62, Synergy_Bliss=0.918, Synergy_Loewe=-4.40, Synergy_HSA=-5.22. (2) Synergy scores: CSS=22.4, Synergy_ZIP=2.40, Synergy_Bliss=1.86, Synergy_Loewe=-1.08, Synergy_HSA=-1.03. Drug 1: CC1=C(N=C(N=C1N)C(CC(=O)N)NCC(C(=O)N)N)C(=O)NC(C(C2=CN=CN2)OC3C(C(C(C(O3)CO)O)O)OC4C(C(C(C(O4)CO)O)OC(=O)N)O)C(=O)NC(C)C(C(C)C(=O)NC(C(C)O)C(=O)NCCC5=NC(=CS5)C6=NC(=CS6)C(=O)NCCC[S+](C)C)O. Cell line: CAKI-1. Drug 2: C#CCC(CC1=CN=C2C(=N1)C(=NC(=N2)N)N)C3=CC=C(C=C3)C(=O)NC(CCC(=O)O)C(=O)O.